This data is from Full USPTO retrosynthesis dataset with 1.9M reactions from patents (1976-2016). The task is: Predict the reactants needed to synthesize the given product. (1) Given the product [CH2:44]([N:43]([CH2:46][CH3:47])[CH2:42][CH2:41][CH2:40][CH2:39][NH:38][C:17]1[N:18]=[CH:19][C:14]2[CH:13]=[C:12]([C:3]3[CH:4]=[C:5]([O:10][CH3:11])[CH:6]=[C:7]([O:8][CH3:9])[C:2]=3[F:1])[C:25](=[O:26])[N:24]([CH2:27][CH2:28][C:29]3[CH:34]=[CH:33][CH:32]=[C:31]([N+:35]([O-:37])=[O:36])[CH:30]=3)[C:15]=2[N:16]=1)[CH3:45], predict the reactants needed to synthesize it. The reactants are: [F:1][C:2]1[C:7]([O:8][CH3:9])=[CH:6][C:5]([O:10][CH3:11])=[CH:4][C:3]=1[C:12]1[C:25](=[O:26])[N:24]([CH2:27][CH2:28][C:29]2[CH:34]=[CH:33][CH:32]=[C:31]([N+:35]([O-:37])=[O:36])[CH:30]=2)[C:15]2[N:16]=[C:17](S(C)(=O)=O)[N:18]=[CH:19][C:14]=2[CH:13]=1.[NH2:38][CH2:39][CH2:40][CH2:41][CH2:42][N:43]([CH2:46][CH3:47])[CH2:44][CH3:45]. (2) The reactants are: [F:1][C:2]1[CH:3]=[C:4]([C:8]2[C:16]3[O:15][CH:14]([CH2:17][NH2:18])[CH2:13][C:12]=3[CH:11]=[CH:10][CH:9]=2)[CH:5]=[CH:6][CH:7]=1.C(N(C(C)C)CC)(C)C.Cl[C:29]([O:31][CH2:32][C:33]1[CH:38]=[CH:37][CH:36]=[CH:35][CH:34]=1)=[O:30]. Given the product [CH2:32]([O:31][C:29](=[O:30])[NH:18][CH2:17][CH:14]1[CH2:13][C:12]2[CH:11]=[CH:10][CH:9]=[C:8]([C:4]3[CH:5]=[CH:6][CH:7]=[C:2]([F:1])[CH:3]=3)[C:16]=2[O:15]1)[C:33]1[CH:38]=[CH:37][CH:36]=[CH:35][CH:34]=1, predict the reactants needed to synthesize it. (3) Given the product [CH:17]1[CH:22]=[CH:21][C:20]([N:7]([C:8]2[CH:13]=[CH:12][C:11]([Br:14])=[CH:10][CH:9]=2)[C:6]2[CH:1]=[CH:2][C:3]([Br:15])=[CH:4][CH:5]=2)=[CH:19][CH:18]=1, predict the reactants needed to synthesize it. The reactants are: [CH:1]1[C:6]([NH:7][C:8]2[CH:13]=[CH:12][C:11]([Br:14])=[CH:10][CH:9]=2)=[CH:5][CH:4]=[C:3]([Br:15])[CH:2]=1.I[C:17]1[CH:22]=[CH:21][CH:20]=[CH:19][CH:18]=1.N1C2C(=CC=C3C=2N=CC=C3)C=CC=1.[OH-].[K+]. (4) The reactants are: [H-].[Na+].[CH3:3][O:4][C:5]1[CH:6]=[CH:7][C:8]([CH2:17][CH2:18][CH2:19][CH:20]([C:26]([O:28][CH2:29][CH3:30])=[O:27])[C:21]([O:23][CH2:24][CH3:25])=[O:22])=[C:9]2[C:14]=1[N:13]([CH3:15])[C:12](=[O:16])[CH:11]=[CH:10]2.[H][H].[Cl:33]N1C(=O)CCC1=O.Cl. Given the product [Cl:33][C:20]([CH2:19][CH2:18][CH2:17][C:8]1[CH:7]=[CH:6][C:5]([O:4][CH3:3])=[C:14]2[C:9]=1[CH:10]=[CH:11][C:12](=[O:16])[N:13]2[CH3:15])([C:21]([O:23][CH2:24][CH3:25])=[O:22])[C:26]([O:28][CH2:29][CH3:30])=[O:27], predict the reactants needed to synthesize it. (5) Given the product [Cl:1][C:2]1[CH:7]=[CH:6][CH:5]=[CH:4][C:3]=1[C:8]1[C:21](=[O:22])[N:20]([CH:23]2[CH2:25][CH2:24]2)[C:11]2[N:12]=[C:13]([NH:33][CH:30]3[CH:31]4[CH:29]3[CH2:28][N:27]([CH3:26])[CH2:32]4)[N:14]=[CH:15][C:10]=2[CH:9]=1, predict the reactants needed to synthesize it. The reactants are: [Cl:1][C:2]1[CH:7]=[CH:6][CH:5]=[CH:4][C:3]=1[C:8]1[C:21](=[O:22])[N:20]([CH:23]2[CH2:25][CH2:24]2)[C:11]2[N:12]=[C:13](S(C)(=O)=O)[N:14]=[CH:15][C:10]=2[CH:9]=1.[CH3:26][N:27]1[CH2:32][CH:31]2[CH:29]([CH:30]2[NH2:33])[CH2:28]1. (6) The reactants are: [Si]([O:18][C:19]1[CH:56]=[CH:55][C:22]([O:23][CH2:24][C@@H:25]([OH:54])[CH2:26][NH:27][CH2:28][CH2:29][C:30]2[CH:53]=[CH:52][C:33]([NH:34][CH:35]3[CH2:40][CH2:39][N:38]([C:41]([C:43]4[C:51]5[C:46](=[CH:47][CH:48]=[CH:49][CH:50]=5)[NH:45][CH:44]=4)=[O:42])[CH2:37][CH2:36]3)=[CH:32][CH:31]=2)=[CH:21][CH:20]=1)(C(C)(C)C)(C1C=CC=CC=1)C1C=CC=CC=1. Given the product [OH:54][C@H:25]([CH2:24][O:23][C:22]1[CH:21]=[CH:20][C:19]([OH:18])=[CH:56][CH:55]=1)[CH2:26][NH:27][CH2:28][CH2:29][C:30]1[CH:53]=[CH:52][C:33]([NH:34][CH:35]2[CH2:40][CH2:39][N:38]([C:41]([C:43]3[C:51]4[C:46](=[CH:47][CH:48]=[CH:49][CH:50]=4)[NH:45][CH:44]=3)=[O:42])[CH2:37][CH2:36]2)=[CH:32][CH:31]=1, predict the reactants needed to synthesize it.